From a dataset of Catalyst prediction with 721,799 reactions and 888 catalyst types from USPTO. Predict which catalyst facilitates the given reaction. (1) Reactant: [NH2:1][CH2:2][C@H:3]1[CH2:8][CH2:7][C@H:6]([C:9]([OH:11])=[O:10])[CH2:5][CH2:4]1.[Br:12][C:13]1[CH:18]=[CH:17][C:16]([S:19](Cl)(=[O:21])=[O:20])=[C:15]([O:23][C:24]([F:27])([F:26])[F:25])[CH:14]=1. Product: [Br:12][C:13]1[CH:18]=[CH:17][C:16]([S:19]([NH:1][CH2:2][C@H:3]2[CH2:4][CH2:5][C@H:6]([C:9]([OH:11])=[O:10])[CH2:7][CH2:8]2)(=[O:21])=[O:20])=[C:15]([O:23][C:24]([F:26])([F:25])[F:27])[CH:14]=1. The catalyst class is: 464. (2) Reactant: [NH2:1][C:2]1[C:3]2[N:4]([C:12]([CH3:16])=[C:13]([CH3:15])[N:14]=2)[CH:5]=[C:6]([C:8]([O:10][CH3:11])=[O:9])[CH:7]=1.[O:17]1[CH:19]2[CH2:20][C:21]3[C:26]([CH:18]12)=[CH:25][CH:24]=[CH:23][CH:22]=3. Product: [OH:17][C@@H:19]1[CH2:20][C:21]2[C:26](=[CH:25][CH:24]=[CH:23][CH:22]=2)[C@H:18]1[NH:1][C:2]1[C:3]2[N:4]([C:12]([CH3:16])=[C:13]([CH3:15])[N:14]=2)[CH:5]=[C:6]([C:8]([O:10][CH3:11])=[O:9])[CH:7]=1. The catalyst class is: 38. (3) Reactant: [Br:1][C:2]1[CH:13]=[CH:12][C:5]2[O:6][CH2:7][CH2:8][CH2:9][C:10](=[O:11])[C:4]=2[CH:3]=1.[Br:14]Br. Product: [Br:14][CH:9]1[CH2:8][CH2:7][O:6][C:5]2[CH:12]=[CH:13][C:2]([Br:1])=[CH:3][C:4]=2[C:10]1=[O:11]. The catalyst class is: 27. (4) Reactant: [F:1][C:2]1[CH:8]=[CH:7][C:6]([CH3:9])=[CH:5][C:3]=1[NH2:4].C([O-])([O-])=O.[Ca+2].[Br-:15].[Br-].[Br-].C([N+](C)(C)C)C1C=CC=CC=1.C([N+](C)(C)C)C1C=CC=CC=1.C([N+](C)(C)C)C1C=CC=CC=1. Product: [Br:15][C:7]1[C:6]([CH3:9])=[CH:5][C:3]([NH2:4])=[C:2]([F:1])[CH:8]=1. The catalyst class is: 61. (5) Reactant: [F-].C([N+](CCCC)(CCCC)CCCC)CCC.[Si]([O:26][C@@H:27]([CH2:37][O:38][CH3:39])[C:28]([NH:30][C:31]1[S:35][N:34]=[C:33]([CH3:36])[N:32]=1)=[O:29])(C(C)(C)C)(C)C. Product: [OH:26][C@@H:27]([CH2:37][O:38][CH3:39])[C:28]([NH:30][C:31]1[S:35][N:34]=[C:33]([CH3:36])[N:32]=1)=[O:29]. The catalyst class is: 765. (6) Reactant: Cl.Cl.[NH2:3][C@@H:4]1[CH2:11][C@H:7]2[O:8][CH2:9][CH2:10][C@@:6]2([C:12]([NH:14][CH2:15][C:16]2[CH:21]=[C:20]([C:22]([F:25])([F:24])[F:23])[CH:19]=[CH:18][C:17]=2[OH:26])=[O:13])[CH2:5]1.[C:27]1(=O)[O:32][C:30](=[O:31])[C:29]2=[CH:33][CH:34]=[CH:35][CH:36]=[C:28]12.CCN(C(C)C)C(C)C.C(C1NC=CN=1)(C1NC=CN=1)=O.Cl. Product: [O:31]=[C:30]1[C:29]2[C:28](=[CH:36][CH:35]=[CH:34][CH:33]=2)[C:27](=[O:32])[N:3]1[C@@H:4]1[CH2:11][C@H:7]2[O:8][CH2:9][CH2:10][C@@:6]2([C:12]([NH:14][CH2:15][C:16]2[CH:21]=[C:20]([C:22]([F:23])([F:24])[F:25])[CH:19]=[CH:18][C:17]=2[OH:26])=[O:13])[CH2:5]1. The catalyst class is: 22.